From a dataset of Full USPTO retrosynthesis dataset with 1.9M reactions from patents (1976-2016). Predict the reactants needed to synthesize the given product. (1) Given the product [Cl:19][CH2:20][S:21]([NH:18][C:5]1[CH:4]=[CH:3][C:2]([F:1])=[C:7]([F:8])[C:6]=1[NH:9][C:10]1[CH:15]=[CH:14][C:13]([I:16])=[CH:12][C:11]=1[F:17])(=[O:23])=[O:22], predict the reactants needed to synthesize it. The reactants are: [F:1][C:2]1[C:7]([F:8])=[C:6]([NH:9][C:10]2[CH:15]=[CH:14][C:13]([I:16])=[CH:12][C:11]=2[F:17])[C:5]([NH2:18])=[CH:4][CH:3]=1.[Cl:19][CH2:20][S:21](Cl)(=[O:23])=[O:22]. (2) The reactants are: Br[C:2]1[CH:3]=[CH:4][C:5]([C:8]([NH:10][CH2:11][CH2:12][C:13]([O:15][C:16]([CH3:19])([CH3:18])[CH3:17])=[O:14])=[O:9])=[N:6][CH:7]=1.[Cl:20][C:21]1[CH:22]=[CH:23][C:24]([CH:30]=[O:31])=[C:25](B(O)O)[CH:26]=1.C([O-])([O-])=O.[K+].[K+]. Given the product [Cl:20][C:21]1[CH:26]=[CH:25][C:24]([CH:30]=[O:31])=[C:23]([C:2]2[CH:3]=[CH:4][C:5]([C:8]([NH:10][CH2:11][CH2:12][C:13]([O:15][C:16]([CH3:19])([CH3:18])[CH3:17])=[O:14])=[O:9])=[N:6][CH:7]=2)[CH:22]=1, predict the reactants needed to synthesize it.